Dataset: Forward reaction prediction with 1.9M reactions from USPTO patents (1976-2016). Task: Predict the product of the given reaction. (1) Given the reactants [CH2:1]([O:3][C:4](=[O:30])[C:5]1[CH:10]=[C:9]([Cl:11])[C:8]([CH2:12]Br)=[C:7]([Cl:14])[C:6]=1[N:15]([C:23]([O:25][C:26]([CH3:29])([CH3:28])[CH3:27])=[O:24])[C:16]([O:18][C:19]([CH3:22])([CH3:21])[CH3:20])=[O:17])[CH3:2].[C:31]([O:35][C:36]([N:38]1[CH2:43][CH2:42][NH:41][CH2:40][CH2:39]1)=[O:37])([CH3:34])([CH3:33])[CH3:32].C(OC(N1CCN(CC2C=C(N(C(OC(C)(C)C)=O)C(OC(C)(C)C)=O)C(C(OCC)=O)=CC=2Cl)CC1)=O)(C)(C)C, predict the reaction product. The product is: [C:31]([O:35][C:36]([N:38]1[CH2:43][CH2:42][N:41]([CH2:12][C:8]2[C:9]([Cl:11])=[CH:10][C:5]([C:4]([O:3][CH2:1][CH3:2])=[O:30])=[C:6]([N:15]([C:16]([O:18][C:19]([CH3:22])([CH3:20])[CH3:21])=[O:17])[C:23]([O:25][C:26]([CH3:29])([CH3:27])[CH3:28])=[O:24])[C:7]=2[Cl:14])[CH2:40][CH2:39]1)=[O:37])([CH3:34])([CH3:32])[CH3:33]. (2) Given the reactants [CH3:1][O:2][C:3]1[CH:8]=[N:7][N:6]([CH3:9])[C:5](=[O:10])[C:4]=1[C:11]1[CH:15]=[CH:14][N:13]([C:16]2[CH:21]=[CH:20][C:19]([C:22]([F:25])([F:24])[F:23])=[CH:18][CH:17]=2)[N:12]=1.[Br:26]N1C(=O)CCC1=O, predict the reaction product. The product is: [Br:26][C:15]1[C:11]([C:4]2[C:5](=[O:10])[N:6]([CH3:9])[N:7]=[CH:8][C:3]=2[O:2][CH3:1])=[N:12][N:13]([C:16]2[CH:21]=[CH:20][C:19]([C:22]([F:25])([F:23])[F:24])=[CH:18][CH:17]=2)[CH:14]=1. (3) The product is: [Cl:8][C:9]1[CH:14]=[CH:13][C:12]([CH:15]2[CH2:20][CH2:19][CH2:18][N:17]([C:30]([C:28]3[CH:27]=[N:26][N:25]([CH:22]([CH3:24])[CH3:23])[CH:29]=3)=[O:31])[CH2:16]2)=[C:11]([CH3:21])[CH:10]=1. Given the reactants CCCP(=O)=O.Cl.[Cl:8][C:9]1[CH:14]=[CH:13][C:12]([CH:15]2[CH2:20][CH2:19][CH2:18][NH:17][CH2:16]2)=[C:11]([CH3:21])[CH:10]=1.[CH:22]([N:25]1[CH:29]=[C:28]([C:30](O)=[O:31])[CH:27]=[N:26]1)([CH3:24])[CH3:23], predict the reaction product. (4) Given the reactants [OH:1][C:2]1[C:11]([OH:12])=[C:10]2[C:5]([C:6](=[O:19])[CH:7]=[C:8]([C:13]3[CH:18]=[CH:17][CH:16]=[CH:15][CH:14]=3)[O:9]2)=[CH:4][CH:3]=1.Cl[C:21]([CH3:25])([CH3:24])[C:22]#[CH:23].N12CCCN=[C:32]1[CH2:31][CH2:30][CH2:29]CC2.[C:37](#N)C, predict the reaction product. The product is: [CH3:24][C:21]([CH3:25])([O:1][C:2]1[C:11]([O:12][C:31]([CH3:32])([CH3:37])[C:30]#[CH:29])=[C:10]2[C:5]([C:6](=[O:19])[CH:7]=[C:8]([C:13]3[CH:18]=[CH:17][CH:16]=[CH:15][CH:14]=3)[O:9]2)=[CH:4][CH:3]=1)[C:22]#[CH:23]. (5) Given the reactants [N+:1]([C:4]1[CH:12]=[C:11]([C:13]([O:15][CH3:16])=[O:14])[CH:10]=[C:9]2[C:5]=1[CH:6]=[N:7][NH:8]2)([O-:3])=[O:2].C([O-])([O-])=O.[K+].[K+].[CH2:23](I)[CH3:24], predict the reaction product. The product is: [CH2:23]([N:8]1[C:9]2[C:5](=[C:4]([N+:1]([O-:3])=[O:2])[CH:12]=[C:11]([C:13]([O:15][CH3:16])=[O:14])[CH:10]=2)[CH:6]=[N:7]1)[CH3:24]. (6) The product is: [Cl:1][C:2]1[CH:3]=[N:4][CH:5]=[C:6]([Cl:20])[C:7]=1[S:8][C:9]1[S:13][C:12]([C:14]([NH:34][CH2:33][C:32]2[CH:31]=[CH:30][C:29]([S:26]([CH3:25])(=[O:28])=[O:27])=[CH:36][CH:35]=2)=[O:15])=[CH:11][C:10]=1[N+:17]([O-:19])=[O:18]. Given the reactants [Cl:1][C:2]1[CH:3]=[N:4][CH:5]=[C:6]([Cl:20])[C:7]=1[S:8][C:9]1[S:13][C:12]([C:14](Cl)=[O:15])=[CH:11][C:10]=1[N+:17]([O-:19])=[O:18].Cl(O)(=O)=O.[CH3:25][S:26]([C:29]1[CH:36]=[CH:35][C:32]([CH2:33][NH2:34])=[CH:31][CH:30]=1)(=[O:28])=[O:27], predict the reaction product. (7) Given the reactants [Cl:1][C:2]1[C:11]([CH:12]=[O:13])=[CH:10][C:9]2[C:4](=[CH:5][CH:6]=[CH:7][C:8]=2[Cl:14])[N:3]=1.[CH3:15][Mg]Br.Cl, predict the reaction product. The product is: [Cl:1][C:2]1[C:11]([CH:12]([OH:13])[CH3:15])=[CH:10][C:9]2[C:4](=[CH:5][CH:6]=[CH:7][C:8]=2[Cl:14])[N:3]=1. (8) Given the reactants Cl[C:2]1[N:7]=[C:6]([NH:8][C@H:9]2[C@H:14]([OH:15])[C:13]([F:17])([F:16])[CH2:12][CH2:11][CH2:10]2)[C:5]([C:18]2[CH:19]=[N:20][N:21]([CH3:23])[CH:22]=2)=[CH:4][N:3]=1.[CH3:24][N:25]1[CH:29]=[C:28]([C:30]2[CH:35]=[CH:34][CH:33]=[C:32](B3OC(C)(C)C(C)(C)O3)[CH:31]=2)[CH:27]=[N:26]1.[O-]P([O-])([O-])=O.[K+].[K+].[K+], predict the reaction product. The product is: [F:16][C:13]1([F:17])[CH2:12][CH2:11][CH2:10][C@@H:9]([NH:8][C:6]2[C:5]([C:18]3[CH:19]=[N:20][N:21]([CH3:23])[CH:22]=3)=[CH:4][N:3]=[C:2]([C:34]3[CH:33]=[CH:32][CH:31]=[C:30]([C:28]4[CH:27]=[N:26][N:25]([CH3:24])[CH:29]=4)[CH:35]=3)[N:7]=2)[C@@H:14]1[OH:15].